Dataset: Reaction yield outcomes from USPTO patents with 853,638 reactions. Task: Predict the reaction yield, written as a fraction of the theoretical maximum amount of product (1.0 means a 100% yield; for example, 0.34 means a 34% yield). The reactants are C1N=CN([C:6](N2C=NC=C2)=[O:7])C=1.[N:13]1[CH:18]=[CH:17][CH:16]=[C:15]([CH2:19][OH:20])[CH:14]=1.[NH2:21][CH:22]1[C:30]2[C:25](=[CH:26][C:27]([C:31]([NH:33][C:34]3[CH:39]=[CH:38][CH:37]=[CH:36][C:35]=3[NH:40][C:41](=[O:47])[O:42][C:43]([CH3:46])([CH3:45])[CH3:44])=[O:32])=[CH:28][CH:29]=2)[CH2:24][CH2:23]1.CCN(CC)CC.C1CCN2C(=NCCC2)CC1. The catalyst is C1COCC1.CCOC(C)=O. The product is [C:43]([O:42][C:41]([NH:40][C:35]1[CH:36]=[CH:37][CH:38]=[CH:39][C:34]=1[NH:33][C:31]([C:27]1[CH:26]=[C:25]2[C:30](=[CH:29][CH:28]=1)[CH:22]([NH:21][C:6](=[O:7])[O:20][CH2:19][C:15]1[CH:14]=[N:13][CH:18]=[CH:17][CH:16]=1)[CH2:23][CH2:24]2)=[O:32])=[O:47])([CH3:44])([CH3:46])[CH3:45]. The yield is 0.700.